Dataset: Peptide-MHC class II binding affinity with 134,281 pairs from IEDB. Task: Regression. Given a peptide amino acid sequence and an MHC pseudo amino acid sequence, predict their binding affinity value. This is MHC class II binding data. (1) The peptide sequence is GELQIVDKIDAAFKL. The MHC is DRB3_0101 with pseudo-sequence DRB3_0101. The binding affinity (normalized) is 0.617. (2) The peptide sequence is EIGWEAGTAAPDEIP. The MHC is DRB1_1001 with pseudo-sequence DRB1_1001. The binding affinity (normalized) is 0.387. (3) The peptide sequence is TEKGMKNVFDDVVPE. The MHC is DRB1_0901 with pseudo-sequence DRB1_0901. The binding affinity (normalized) is 0.219. (4) The peptide sequence is PSGLVIPDTAKEKP. The MHC is DRB5_0101 with pseudo-sequence DRB5_0101. The binding affinity (normalized) is 0.